From a dataset of Forward reaction prediction with 1.9M reactions from USPTO patents (1976-2016). Predict the product of the given reaction. (1) Given the reactants Cl.[CH3:2][NH:3][C:4]1([C:9]([O:11][CH3:12])=[O:10])[CH2:8][CH2:7][CH2:6][CH2:5]1.O.[C:14]1([CH3:24])[CH:19]=[CH:18][C:17]([S:20]([OH:23])(=[O:22])=[O:21])=[CH:16][CH:15]=1, predict the reaction product. The product is: [C:14]1([CH3:24])[CH:15]=[CH:16][C:17]([S:20]([OH:23])(=[O:21])=[O:22])=[CH:18][CH:19]=1.[CH3:2][NH:3][C:4]1([C:9]([O:11][CH3:12])=[O:10])[CH2:8][CH2:7][CH2:6][CH2:5]1. (2) The product is: [CH3:21][O:20][C:15]1[CH:16]=[CH:17][CH:18]=[CH:19][C:14]=1[CH2:13][NH:12][C:6]1[CH:5]=[CH:4][C:3]2[C:8](=[CH:9][CH:10]=[CH:11][C:2]=2[C:22]2[CH:27]=[CH:26][CH:25]=[CH:24][CH:23]=2)[N:7]=1. Given the reactants Br[C:2]1[CH:11]=[CH:10][CH:9]=[C:8]2[C:3]=1[CH:4]=[CH:5][C:6]([NH:12][CH2:13][C:14]1[CH:19]=[CH:18][CH:17]=[CH:16][C:15]=1[O:20][CH3:21])=[N:7]2.[C:22]1(B(O)O)[CH:27]=[CH:26][CH:25]=[CH:24][CH:23]=1.C1(P(C2C=CC=CC=2)C2C=CC=CC=2)C=CC=CC=1.O, predict the reaction product. (3) Given the reactants [C:1]([CH2:3][C:4](O)=[O:5])#[N:2].CCN=C=NCCCN(C)C.Cl.C1C=CC2N(O)N=NC=2C=1.[NH:29]1[CH2:33][CH2:32][CH2:31][CH:30]1[CH2:34][N:35]1[C:39]2[CH:40]=[CH:41][CH:42]=[CH:43][C:38]=2[N:37]=[C:36]1[NH:44][C:45](=[O:52])[C:46]1[CH:51]=[CH:50][CH:49]=[N:48][CH:47]=1, predict the reaction product. The product is: [C:1]([CH2:3][C:4]([N:29]1[CH2:33][CH2:32][CH2:31][CH:30]1[CH2:34][N:35]1[C:39]2[CH:40]=[CH:41][CH:42]=[CH:43][C:38]=2[N:37]=[C:36]1[NH:44][C:45](=[O:52])[C:46]1[CH:51]=[CH:50][CH:49]=[N:48][CH:47]=1)=[O:5])#[N:2]. (4) Given the reactants [F:1][C:2]1[CH:7]=[C:6]([F:8])[CH:5]=[CH:4][C:3]=1[NH:9][C:10]([NH:12][C:13]1[CH:18]=[CH:17][C:16]([O:19][CH3:20])=[C:15]([C:21]2[NH:22][N:23]=[CH:24][CH:25]=2)[CH:14]=1)=[O:11].[Br:26]N1C(=O)CCC1=O.C([O-])(O)=O.[Na+].[O-]S([O-])(=S)=O.[Na+].[Na+], predict the reaction product. The product is: [Br:26][C:25]1[CH:24]=[N:23][NH:22][C:21]=1[C:15]1[CH:14]=[C:13]([NH:12][C:10]([NH:9][C:3]2[CH:4]=[CH:5][C:6]([F:8])=[CH:7][C:2]=2[F:1])=[O:11])[CH:18]=[CH:17][C:16]=1[O:19][CH3:20]. (5) Given the reactants C([O:3][C:4]([CH:6]1[CH:10]([C:11]2[C:16]([O:17][CH3:18])=[CH:15][C:14]([O:19][CH3:20])=[CH:13][C:12]=2[O:21][CH3:22])[CH2:9][NH:8][C:7]1=O)=O)C.B.Cl.C([O-])([O-])=O.[Na+].[Na+], predict the reaction product. The product is: [CH3:18][O:17][C:16]1[CH:15]=[C:14]([O:19][CH3:20])[CH:13]=[C:12]([O:21][CH3:22])[C:11]=1[CH:10]1[CH2:9][NH:8][CH2:7][CH:6]1[CH2:4][OH:3]. (6) Given the reactants [C:1]([O:5][C:6]([N:8]1[CH2:12][C:11](=[O:13])[CH2:10][C@H:9]1[C:14]([OH:16])=O)=[O:7])([CH3:4])([CH3:3])[CH3:2].[Br:17][C:18]1[CH:19]=[C:20]([CH2:25][NH2:26])[CH:21]=[C:22]([F:24])[CH:23]=1.CN(C(ON1N=NC2C=CC=NC1=2)=[N+](C)C)C.F[P-](F)(F)(F)(F)F.C(N(CC)C(C)C)(C)C, predict the reaction product. The product is: [Br:17][C:18]1[CH:19]=[C:20]([CH:21]=[C:22]([F:24])[CH:23]=1)[CH2:25][NH:26][C:14]([C@@H:9]1[CH2:10][C:11](=[O:13])[CH2:12][N:8]1[C:6]([O:5][C:1]([CH3:2])([CH3:3])[CH3:4])=[O:7])=[O:16]. (7) Given the reactants COC1C=CC(B(O)O)=CC=1.Br[C:13]1[CH:18]=[CH:17][C:16]([S:19]([OH:22])(=[O:21])=[O:20])=[CH:15][CH:14]=1.C(=O)([O-])[O-].[K+].[K+].C(COC)OC, predict the reaction product. The product is: [C:16]1([S:19]([OH:22])(=[O:21])=[O:20])[CH:17]=[CH:18][CH:13]=[CH:14][CH:15]=1. (8) Given the reactants [C:1]([O:5][C:6](=[O:19])[NH:7][CH:8]([C:12]1[CH:17]=[CH:16][C:15]([Cl:18])=[CH:14][CH:13]=1)[CH2:9][CH2:10][NH2:11])([CH3:4])([CH3:3])[CH3:2].C(N(C(C)C)C(C)C)C.Cl[C:30]([O:32][CH2:33][C:34]1[CH:39]=[CH:38][CH:37]=[CH:36][CH:35]=1)=[O:31], predict the reaction product. The product is: [CH2:33]([O:32][C:30](=[O:31])[NH:11][CH2:10][CH2:9][CH:8]([NH:7][C:6]([O:5][C:1]([CH3:4])([CH3:2])[CH3:3])=[O:19])[C:12]1[CH:13]=[CH:14][C:15]([Cl:18])=[CH:16][CH:17]=1)[C:34]1[CH:39]=[CH:38][CH:37]=[CH:36][CH:35]=1. (9) Given the reactants [OH:1][C:2]1[N:6]([C:7]2[CH:12]=[CH:11][C:10]([C:13]([F:16])([F:15])[F:14])=[CH:9][N:8]=2)[N:5]=[C:4]([CH3:17])[C:3]=1[C:18](=O)[CH3:19].[CH3:21][O:22][C:23]([C:25]1[CH:34]=[CH:33][C:28]([C:29]([NH:31][NH2:32])=[O:30])=[CH:27][CH:26]=1)=[O:24], predict the reaction product. The product is: [OH:1][C:2]1[N:6]([C:7]2[CH:12]=[CH:11][C:10]([C:13]([F:16])([F:15])[F:14])=[CH:9][N:8]=2)[N:5]=[C:4]([CH3:17])[C:3]=1[C:18](=[N:32][NH:31][C:29]([C:28]1[CH:33]=[CH:34][C:25]([C:23]([O:22][CH3:21])=[O:24])=[CH:26][CH:27]=1)=[O:30])[CH3:19].